Dataset: Forward reaction prediction with 1.9M reactions from USPTO patents (1976-2016). Task: Predict the product of the given reaction. (1) Given the reactants Cl[C:2]([O:4][CH3:5])=[O:3].[CH3:6][CH2:7][O:8][C:9]([CH:11]1[CH2:15][CH2:14][CH:13]([CH2:16][NH:17][CH2:18][C:19]([O:21][C:22]([CH3:25])([CH3:24])[CH3:23])=[O:20])[N:12]1[C:26]([O:28][C:29]([CH3:32])([CH3:31])[CH3:30])=[O:27])=[O:10].CN1CCOCC1, predict the reaction product. The product is: [CH3:6][CH2:7][O:8][C:9]([CH:11]1[CH2:15][CH2:14][CH:13]([CH2:16][N:17]([CH2:18][C:19]([O:21][C:22]([CH3:23])([CH3:24])[CH3:25])=[O:20])[C:2]([O:4][CH3:5])=[O:3])[N:12]1[C:26]([O:28][C:29]([CH3:31])([CH3:30])[CH3:32])=[O:27])=[O:10]. (2) Given the reactants [C:1]1([C:9]2[CH:14]=[CH:13][CH:12]=[CH:11][CH:10]=2)[C:2](C=O)=[CH:3][CH:4]=[CH:5][CH:6]=1.[H][H].C[CH:18]([OH:20])C, predict the reaction product. The product is: [C:9]1([CH2:18][OH:20])([CH:1]2[CH2:6][CH2:5][CH2:4][CH2:3][CH2:2]2)[CH2:10][CH2:11][CH2:12][CH2:13][CH2:14]1. (3) Given the reactants [CH3:1][O:2][C:3]1[C:10]([C:11]2[S:12][CH:13]=[CH:14][CH:15]=2)=[CH:9][C:6]([CH:7]=O)=[C:5]([O:16][CH2:17][C:18]2[CH:23]=[CH:22][CH:21]=[CH:20][N:19]=2)[CH:4]=1.[C:24]([C:27]1[CH:32]=[CH:31][C:30]([S:33]([NH2:36])(=[O:35])=[O:34])=[CH:29][CH:28]=1)(=[O:26])[CH3:25], predict the reaction product. The product is: [CH3:1][O:2][C:3]1[C:10]([C:11]2[S:12][CH:13]=[CH:14][CH:15]=2)=[CH:9][C:6](/[CH:7]=[CH:25]/[C:24]([C:27]2[CH:28]=[CH:29][C:30]([S:33]([NH2:36])(=[O:35])=[O:34])=[CH:31][CH:32]=2)=[O:26])=[C:5]([O:16][CH2:17][C:18]2[CH:23]=[CH:22][CH:21]=[CH:20][N:19]=2)[CH:4]=1. (4) Given the reactants [C:1]([O:4][CH2:5][C:6]([CH3:36])([CH3:35])[CH2:7][N:8]1[C:14]2[CH:15]=[CH:16][C:17]([Cl:19])=[CH:18][C:13]=2[C@@H:12]([C:20]2[CH:25]=[CH:24][CH:23]=[C:22]([O:26][CH3:27])[C:21]=2[O:28][CH3:29])[O:11][C@H:10]([CH2:30][C:31](O)=[O:32])[C:9]1=[O:34])(=[O:3])[CH3:2].C(N(CC)CC)C.ClC(OCC(C)C)=O.Cl.[NH2:53][C:54]1[CH:55]=[CH:56][C:57]2[O:61][C:60]([C:62]([O:64][CH2:65][CH3:66])=[O:63])=[C:59]([CH3:67])[C:58]=2[CH:68]=1.N1C=CC=CC=1, predict the reaction product. The product is: [C:1]([O:4][CH2:5][C:6]([CH3:36])([CH3:35])[CH2:7][N:8]1[C:14]2[CH:15]=[CH:16][C:17]([Cl:19])=[CH:18][C:13]=2[C@@H:12]([C:20]2[CH:25]=[CH:24][CH:23]=[C:22]([O:26][CH3:27])[C:21]=2[O:28][CH3:29])[O:11][C@H:10]([CH2:30][C:31]([NH:53][C:54]2[CH:55]=[CH:56][C:57]3[O:61][C:60]([C:62]([O:64][CH2:65][CH3:66])=[O:63])=[C:59]([CH3:67])[C:58]=3[CH:68]=2)=[O:32])[C:9]1=[O:34])(=[O:3])[CH3:2]. (5) Given the reactants [CH3:1][O:2][C:3]([NH:5][C@H:6]([C:10]([N:12]1[C@@H:16]([CH3:17])[CH2:15][CH2:14][C@H:13]1[C:18]1[NH:22][C:21]2[C:23]3[C:28]([CH2:29][CH2:30][C:20]=2[N:19]=1)=[CH:27][C:26]1[C:31]2[C:36]([CH2:37][O:38][C:25]=1[CH:24]=3)=[CH:35][C:34]([C:39]1[NH:43][C:42]([C@@H:44]3[CH2:48][C@H:47]([CH2:49][O:50][CH3:51])[CH2:46][N:45]3[C:52]([O:54][C:55]([CH3:58])([CH3:57])[CH3:56])=[O:53])=[N:41][CH:40]=1)=[CH:33][CH:32]=2)=[O:11])[CH:7]([CH3:9])[CH3:8])=[O:4].CO, predict the reaction product. The product is: [CH3:1][O:2][C:3]([NH:5][C@H:6]([C:10]([N:12]1[C@@H:16]([CH3:17])[CH2:15][CH2:14][C@H:13]1[C:18]1[NH:22][C:21]2[C:23]3[C:28]([CH:29]=[CH:30][C:20]=2[N:19]=1)=[CH:27][C:26]1[C:31]2[C:36]([CH2:37][O:38][C:25]=1[CH:24]=3)=[CH:35][C:34]([C:39]1[NH:43][C:42]([C@@H:44]3[CH2:48][C@H:47]([CH2:49][O:50][CH3:51])[CH2:46][N:45]3[C:52]([O:54][C:55]([CH3:58])([CH3:57])[CH3:56])=[O:53])=[N:41][CH:40]=1)=[CH:33][CH:32]=2)=[O:11])[CH:7]([CH3:9])[CH3:8])=[O:4]. (6) Given the reactants [CH2:1]1[CH2:6][CH2:5][CH:4]([N:7]=[C:8]=NC2CCCCC2)CC1.[C:16]1(/[CH:22]=[CH:23]/[CH2:24][O:25][C:26]([NH:28][C:29]2[CH:37]=[CH:36][CH:35]=[CH:34][C:30]=2[C:31]([OH:33])=O)=[O:27])[CH:21]=[CH:20][CH:19]=[CH:18][CH:17]=1.C1C=CC2N([OH:47])N=NC=2C=1, predict the reaction product. The product is: [C:16]1(/[CH:22]=[CH:23]/[CH2:24][O:25][C:26](=[O:27])[NH:28][C:29]2[CH:37]=[CH:36][CH:35]=[CH:34][C:30]=2[C:31]([N:7]2[CH2:4][CH2:5][CH:6]([CH2:1][OH:47])[CH2:8]2)=[O:33])[CH:17]=[CH:18][CH:19]=[CH:20][CH:21]=1. (7) Given the reactants [C:1]([C:4]1[CH:5]=[C:6]([CH:11]=[CH:12][CH:13]=1)[C:7]([O:9][CH3:10])=[O:8])(=[O:3])[CH3:2].[Br:14]Br.C([O-])(O)=O.[Na+], predict the reaction product. The product is: [Br:14][CH2:2][C:1]([C:4]1[CH:5]=[C:6]([CH:11]=[CH:12][CH:13]=1)[C:7]([O:9][CH3:10])=[O:8])=[O:3].